From a dataset of NCI-60 drug combinations with 297,098 pairs across 59 cell lines. Regression. Given two drug SMILES strings and cell line genomic features, predict the synergy score measuring deviation from expected non-interaction effect. (1) Drug 1: CN1CCC(CC1)COC2=C(C=C3C(=C2)N=CN=C3NC4=C(C=C(C=C4)Br)F)OC. Drug 2: C1C(C(OC1N2C=NC3=C(N=C(N=C32)Cl)N)CO)O. Cell line: OVCAR3. Synergy scores: CSS=15.3, Synergy_ZIP=-0.883, Synergy_Bliss=0.853, Synergy_Loewe=-0.183, Synergy_HSA=0.995. (2) Drug 1: C1CC(=O)NC(=O)C1N2C(=O)C3=CC=CC=C3C2=O. Drug 2: C1C(C(OC1N2C=NC3=C2NC=NCC3O)CO)O. Cell line: SF-295. Synergy scores: CSS=8.37, Synergy_ZIP=-7.41, Synergy_Bliss=-4.22, Synergy_Loewe=-2.86, Synergy_HSA=-1.76.